Dataset: Full USPTO retrosynthesis dataset with 1.9M reactions from patents (1976-2016). Task: Predict the reactants needed to synthesize the given product. (1) Given the product [C:18]1([N:17]2[C:11]3[CH2:10][CH2:9][NH:8][CH2:14][CH2:13][C:12]=3[N:15]=[CH:16]2)[CH:19]=[CH:20][CH:21]=[CH:22][CH:23]=1, predict the reactants needed to synthesize it. The reactants are: C([N:8]1[CH2:14][CH2:13][C:12]2[N:15]=[CH:16][N:17]([C:18]3[CH:23]=[CH:22][CH:21]=[CH:20][CH:19]=3)[C:11]=2[CH2:10][CH2:9]1)C1C=CC=CC=1. (2) Given the product [CH2:26]([N:28]1[CH2:32][CH2:31][CH2:30][C@@H:29]1[CH2:33][CH2:34][NH:35][C:2]1[CH:7]=[CH:6][CH:5]=[CH:4][C:3]=1[S:8]([NH:11][C:12]1[C:21]([C:22]([OH:24])=[O:23])=[C:20]2[C:15]([CH:16]3[CH2:25][CH:17]3[CH2:18][O:19]2)=[CH:14][CH:13]=1)(=[O:10])=[O:9])[CH3:27], predict the reactants needed to synthesize it. The reactants are: F[C:2]1[CH:7]=[CH:6][CH:5]=[CH:4][C:3]=1[S:8]([NH:11][C:12]1[C:21]([C:22]([OH:24])=[O:23])=[C:20]2[C:15]([CH:16]3[CH2:25][CH:17]3[CH2:18][O:19]2)=[CH:14][CH:13]=1)(=[O:10])=[O:9].[CH2:26]([N:28]1[CH2:32][CH2:31][CH2:30][C@@H:29]1[CH2:33][CH2:34][NH2:35])[CH3:27].